This data is from Catalyst prediction with 721,799 reactions and 888 catalyst types from USPTO. The task is: Predict which catalyst facilitates the given reaction. Reactant: Cl[CH2:2][C:3]1[O:7][C:6]([C:8]2[CH:13]=[CH:12][C:11]([C:14]([F:17])([F:16])[F:15])=[CH:10][CH:9]=2)=[N:5][C:4]=1[CH3:18].C([O-])([O-])=O.[Cs+].[Cs+].[CH2:25]([O:27][C:28](=[O:41])[CH2:29][O:30][C:31]1[CH:36]=[CH:35][C:34]([OH:37])=[CH:33][C:32]=1[CH2:38][CH2:39][CH3:40])C.O. Product: [CH3:25][O:27][C:28](=[O:41])[CH2:29][O:30][C:31]1[CH:36]=[CH:35][C:34]([O:37][CH2:2][C:3]2[O:7][C:6]([C:8]3[CH:13]=[CH:12][C:11]([C:14]([F:17])([F:16])[F:15])=[CH:10][CH:9]=3)=[N:5][C:4]=2[CH3:18])=[CH:33][C:32]=1[CH2:38][CH2:39][CH3:40]. The catalyst class is: 10.